Predict the reaction yield, written as a fraction of the theoretical maximum amount of product (1.0 means a 100% yield; for example, 0.34 means a 34% yield). From a dataset of Reaction yield outcomes from USPTO patents with 853,638 reactions. (1) The reactants are [Cl:1][C:2]1[CH:3]=[CH:4][C:5]([O:8][CH:9]([CH:11]2[CH:15]([C:16]3[CH:21]=[CH:20][C:19]([Cl:22])=[C:18]([Cl:23])[CH:17]=3)[CH2:14][N:13]([C:24](Cl)=[O:25])[CH2:12]2)[CH3:10])=[N:6][CH:7]=1.CCN(CC)CC.[CH2:34]1[NH:39][CH2:38][CH2:37][N:36]2[C:40](=[O:43])[CH2:41][CH2:42][CH:35]12. The catalyst is C(Cl)Cl. The product is [Cl:1][C:2]1[CH:3]=[CH:4][C:5]([O:8][CH:9]([CH:11]2[CH:15]([C:16]3[CH:21]=[CH:20][C:19]([Cl:22])=[C:18]([Cl:23])[CH:17]=3)[CH2:14][N:13]([C:24]([N:39]3[CH2:38][CH2:37][N:36]4[C:40](=[O:43])[CH2:41][CH2:42][CH:35]4[CH2:34]3)=[O:25])[CH2:12]2)[CH3:10])=[N:6][CH:7]=1. The yield is 0.250. (2) The reactants are [CH3:1][O:2][C:3]1[CH:4]=[C:5]([C:11]2[CH:12]=[CH:13][C:14]3[N:15]=[CH:16][NH:17][C:18](=O)[C:19]=3[N:20]=2)[CH:6]=[CH:7][C:8]=1[O:9][CH3:10].P(Cl)(Cl)([Cl:24])=O.N1C(C)=CC=CC=1C. The catalyst is C1(C)C=CC=CC=1. The product is [Cl:24][C:18]1[C:19]2[N:20]=[C:11]([C:5]3[CH:6]=[CH:7][C:8]([O:9][CH3:10])=[C:3]([O:2][CH3:1])[CH:4]=3)[CH:12]=[CH:13][C:14]=2[N:15]=[CH:16][N:17]=1. The yield is 0.770. (3) The reactants are [C:1]([O:5][C:6]([C:8]1[C:13]([NH2:14])=[CH:12][CH:11]=[C:10]([CH3:15])[N:9]=1)=[O:7])([CH3:4])([CH3:3])[CH3:2].C(N(C(C)C)CC)(C)C.Cl[C:26]([O:28][CH3:29])=[O:27].Cl.[OH2:31]. The catalyst is C(Cl)(Cl)Cl. The product is [C:1]([O:5][C:6]([C:8]1[C:13]([NH2:14])=[C:12]([C:26]([O:28][CH3:29])=[O:27])[CH:11]=[C:10]([CH3:15])[N+:9]=1[O-:31])=[O:7])([CH3:4])([CH3:3])[CH3:2]. The yield is 0.960. (4) The reactants are [Cl:1][C:2]1[CH:7]=[CH:6][CH:5]=[C:4]([Cl:8])[C:3]=1[CH2:9][C:10]([OH:12])=O.S(Cl)(Cl)=O.[NH2:17][C:18]1[CH:23]=[CH:22][C:21]([N:24]2[C:30](=[O:31])[CH2:29][C:28](=[O:32])[NH:27][C:26]3[C:33]4[C:38]([CH:39]=[CH:40][C:25]2=3)=[CH:37][CH:36]=[CH:35][CH:34]=4)=[CH:20][CH:19]=1. No catalyst specified. The product is [Cl:8][C:4]1[CH:5]=[CH:6][CH:7]=[C:2]([Cl:1])[C:3]=1[CH2:9][C:10]([NH:17][C:18]1[CH:23]=[CH:22][C:21]([N:24]2[C:30](=[O:31])[CH2:29][C:28](=[O:32])[NH:27][C:26]3[C:33]4[C:38]([CH:39]=[CH:40][C:25]2=3)=[CH:37][CH:36]=[CH:35][CH:34]=4)=[CH:20][CH:19]=1)=[O:12]. The yield is 0.320. (5) The reactants are [NH2:1][C:2]1[C:3]([C:9]([OH:11])=[O:10])=[N:4][C:5](Br)=[CH:6][CH:7]=1.[F:12][C:13]1[CH:18]=[CH:17][C:16]([O:19][CH2:20][CH2:21][CH3:22])=[CH:15][C:14]=1B(O)O. The catalyst is C1C=CC(P(C2C=CC=CC=2)[C-]2C=CC=C2)=CC=1.C1C=CC(P(C2C=CC=CC=2)[C-]2C=CC=C2)=CC=1.Cl[Pd]Cl.[Fe+2].C(Cl)Cl. The product is [NH2:1][C:2]1[C:3]([C:9]([OH:11])=[O:10])=[N:4][C:5]([C:18]2[CH:17]=[C:16]([O:19][CH2:20][CH2:21][CH3:22])[CH:15]=[CH:14][C:13]=2[F:12])=[CH:6][CH:7]=1. The yield is 0.750. (6) The reactants are [CH2:1]([N:4]1[C:8]([CH:9]([C:13]2[CH:18]=[CH:17][C:16]([F:19])=[CH:15][CH:14]=2)[CH2:10][CH:11]=C)=[N:7][C:6]([NH:20][C:21]2[CH:26]=[CH:25][C:24]([N:27]3[CH:31]=[C:30]([Cl:32])[N:29]=[CH:28]3)=[C:23]([O:33][CH3:34])[CH:22]=2)=[N:5]1)[CH:2]=C.C(O)(C(F)(F)F)=O. The catalyst is CC1C=C(C)C(N2C(=[Ru](Cl)(Cl)=CC3C=CC=CC=3OC(C)C)N(C3C(C)=CC(C)=CC=3C)CC2)=C(C)C=1.ClCCCl. The product is [Cl:32][C:30]1[N:29]=[CH:28][N:27]([C:24]2[CH:25]=[CH:26][C:21]([NH:20][C:6]3[N:7]=[C:8]4[CH:9]([C:13]5[CH:14]=[CH:15][C:16]([F:19])=[CH:17][CH:18]=5)[CH2:10][CH:11]=[CH:2][CH2:1][N:4]4[N:5]=3)=[CH:22][C:23]=2[O:33][CH3:34])[CH:31]=1. The yield is 0.130. (7) The reactants are Cl[C:2]1[C:3](=[O:16])[N:4]([C:9]2[CH:14]=[CH:13][C:12]([F:15])=[CH:11][CH:10]=2)[CH:5]=[C:6]([Cl:8])[N:7]=1.[CH3:17][O-:18].[Na+].Cl. The catalyst is CO. The product is [Cl:8][C:6]1[N:7]=[C:2]([O:18][CH3:17])[C:3](=[O:16])[N:4]([C:9]2[CH:14]=[CH:13][C:12]([F:15])=[CH:11][CH:10]=2)[CH:5]=1. The yield is 1.00. (8) The reactants are [C:1]([CH2:4][C:5]1[CH:13]=[C:12]([F:14])[CH:11]=[CH:10][C:6]=1[C:7](O)=[O:8])(O)=[O:2].[NH2:15]C(N)=O. No catalyst specified. The product is [F:14][C:12]1[CH:13]=[C:5]2[C:6](=[CH:10][CH:11]=1)[C:7](=[O:8])[NH:15][C:1](=[O:2])[CH2:4]2. The yield is 0.800. (9) The reactants are [Cl:1][C:2]1[CH:7]=[CH:6][C:5]([C:8]2[C:9](=[O:18])[NH:10][C:11]3([CH2:17][CH2:16][CH2:15][CH2:14][CH2:13]3)[N:12]=2)=[CH:4][CH:3]=1.[H-].[Na+].Br[CH2:22][C:23]([C:25]1[CH:30]=[CH:29][C:28]([Cl:31])=[C:27]([CH3:32])[CH:26]=1)=[O:24].O. The catalyst is CN(C=O)C. The product is [Cl:31][C:28]1[CH:29]=[CH:30][C:25]([C:23](=[O:24])[CH2:22][N:10]2[C:11]3([CH2:17][CH2:16][CH2:15][CH2:14][CH2:13]3)[N:12]=[C:8]([C:5]3[CH:4]=[CH:3][C:2]([Cl:1])=[CH:7][CH:6]=3)[C:9]2=[O:18])=[CH:26][C:27]=1[CH3:32]. The yield is 0.240. (10) The reactants are [CH3:1][O:2][C:3](=[O:41])[C:4]1[CH:9]=[CH:8][C:7]([NH:10][CH2:11][CH2:12][C:13]2[C:21]3[C:16](=[CH:17][CH:18]=[C:19]([Cl:22])[CH:20]=3)[N:15]([CH:23]([C:30]3[CH:35]=[CH:34][CH:33]=[CH:32][CH:31]=3)[C:24]3[CH:29]=[CH:28][CH:27]=[CH:26][CH:25]=3)[C:14]=2[CH2:36][CH2:37][N:38]=[N+]=[N-])=[CH:6][CH:5]=1.C1C=CC(P(C2C=CC=CC=2)C2C=CC=CC=2)=CC=1.O. The catalyst is C1COCC1.CCOC(C)=O. The product is [CH3:1][O:2][C:3](=[O:41])[C:4]1[CH:5]=[CH:6][C:7]([NH:10][CH2:11][CH2:12][C:13]2[C:21]3[C:16](=[CH:17][CH:18]=[C:19]([Cl:22])[CH:20]=3)[N:15]([CH:23]([C:30]3[CH:31]=[CH:32][CH:33]=[CH:34][CH:35]=3)[C:24]3[CH:29]=[CH:28][CH:27]=[CH:26][CH:25]=3)[C:14]=2[CH2:36][CH2:37][NH2:38])=[CH:8][CH:9]=1. The yield is 0.530.